Dataset: Full USPTO retrosynthesis dataset with 1.9M reactions from patents (1976-2016). Task: Predict the reactants needed to synthesize the given product. (1) Given the product [Cl:29][C:30]1[CH:31]=[C:32]([C:37]2[C:45]([C:46]([NH2:48])=[O:47])=[C:40]3[CH2:41][N:42]([C:53]([NH:26][CH:6]4[CH2:5][C:4]5([C:2]([F:1])([F:11])[CH2:3]5)[CH2:7]4)=[O:52])[CH2:43][CH2:44][N:39]3[N:38]=2)[CH:33]=[CH:34][C:35]=1[F:36], predict the reactants needed to synthesize it. The reactants are: [F:1][C:2]1([F:11])[C:4]2([CH2:7][CH:6](C(O)=O)[CH2:5]2)[CH2:3]1.C1C=CC(P([N:26]=[N+]=[N-])(C2C=CC=CC=2)=O)=CC=1.[Cl:29][C:30]1[CH:31]=[C:32]([C:37]2[C:45]([C:46]([NH2:48])=[O:47])=[C:40]3[CH2:41][NH:42][CH2:43][CH2:44][N:39]3[N:38]=2)[CH:33]=[CH:34][C:35]=1[F:36].C1[CH2:53][O:52]CC1. (2) Given the product [C:1]([C:3]1[CH:21]=[CH:20][C:6]2[O:7][CH:8]([C:16]([OH:18])=[O:17])[CH2:9][N:10]([C:11]([O:13][CH2:14][CH3:15])=[O:12])[C:5]=2[CH:4]=1)#[N:2], predict the reactants needed to synthesize it. The reactants are: [C:1]([C:3]1[CH:21]=[CH:20][C:6]2[O:7][CH:8]([C:16]([O:18]C)=[O:17])[CH2:9][N:10]([C:11]([O:13][CH2:14][CH3:15])=[O:12])[C:5]=2[CH:4]=1)#[N:2].[OH-].[Na+].Cl. (3) Given the product [O:1]1[CH:5]=[CH:4][N:3]=[C:2]1[C:12]1[CH:21]=[CH:20][C:15]([C:16]([O:18][CH3:19])=[O:17])=[CH:14][CH:13]=1, predict the reactants needed to synthesize it. The reactants are: [O:1]1[CH:5]=[CH:4][N:3]=[CH:2]1.C([Li])CCC.I[C:12]1[CH:21]=[CH:20][C:15]([C:16]([O:18][CH3:19])=[O:17])=[CH:14][CH:13]=1. (4) Given the product [ClH:25].[C:1]([C:5]1[C:10]([O:11][CH2:12][CH3:13])=[CH:9][C:8]([C:14]2[N:15]([C:33]([N:39]3[CH2:45][CH2:44][C:43](=[O:46])[NH:42][CH2:41][CH2:40]3)=[O:34])[C@H:16]([C:26]3[CH:27]=[CH:28][C:29]([Cl:32])=[CH:30][CH:31]=3)[C@H:17]([C:19]3[CH:24]=[CH:23][C:22]([Cl:25])=[CH:21][CH:20]=3)[N:18]=2)=[C:7]([O:36][CH2:37][CH3:38])[CH:6]=1)([CH3:2])([CH3:3])[CH3:4], predict the reactants needed to synthesize it. The reactants are: [C:1]([C:5]1[C:10]([O:11][CH2:12][CH3:13])=[CH:9][C:8]([C:14]2[N:15]([C:33](Cl)=[O:34])[C@H:16]([C:26]3[CH:31]=[CH:30][C:29]([Cl:32])=[CH:28][CH:27]=3)[C@H:17]([C:19]3[CH:24]=[CH:23][C:22]([Cl:25])=[CH:21][CH:20]=3)[N:18]=2)=[C:7]([O:36][CH2:37][CH3:38])[CH:6]=1)([CH3:4])([CH3:3])[CH3:2].[NH:39]1[CH2:45][CH2:44][C:43](=[O:46])[NH:42][CH2:41][CH2:40]1.